Dataset: NCI-60 drug combinations with 297,098 pairs across 59 cell lines. Task: Regression. Given two drug SMILES strings and cell line genomic features, predict the synergy score measuring deviation from expected non-interaction effect. (1) Drug 1: C1C(C(OC1N2C=NC3=C(N=C(N=C32)Cl)N)CO)O. Drug 2: CC12CCC3C(C1CCC2OP(=O)(O)O)CCC4=C3C=CC(=C4)OC(=O)N(CCCl)CCCl.[Na+]. Cell line: OVCAR-8. Synergy scores: CSS=41.4, Synergy_ZIP=-2.76, Synergy_Bliss=-6.62, Synergy_Loewe=-33.5, Synergy_HSA=-5.90. (2) Drug 1: CC1C(C(CC(O1)OC2CC(CC3=C2C(=C4C(=C3O)C(=O)C5=C(C4=O)C(=CC=C5)OC)O)(C(=O)CO)O)N)O.Cl. Drug 2: COC1=C(C=C2C(=C1)N=CN=C2NC3=CC(=C(C=C3)F)Cl)OCCCN4CCOCC4. Cell line: HS 578T. Synergy scores: CSS=-0.771, Synergy_ZIP=0.659, Synergy_Bliss=3.44, Synergy_Loewe=-1.47, Synergy_HSA=1.45.